Dataset: Catalyst prediction with 721,799 reactions and 888 catalyst types from USPTO. Task: Predict which catalyst facilitates the given reaction. (1) Reactant: [F:1][C:2](=[C:12]([F:14])[F:13])[CH2:3][CH2:4][S:5][CH:6]1[NH:10][C:9](=[O:11])[CH2:8][O:7]1.C(N(CC)CC)C.[CH3:22][S:23](Cl)(=[O:25])=[O:24]. Product: [CH3:22][S:23]([O:11][C:9]1[N:10]=[C:6]([S:5][CH2:4][CH2:3][C:2]([F:1])=[C:12]([F:13])[F:14])[O:7][CH:8]=1)(=[O:25])=[O:24]. The catalyst class is: 7. (2) Reactant: FC(F)(F)S(O[C:7]1[C:12]([CH3:13])=[CH:11][C:10]([N+:14]([O-:16])=[O:15])=[CH:9][C:8]=1[Br:17])(=O)=O.[CH2:20](C([Sn])=C(CCCC)CCCC)[CH2:21]CC.[Li+].[Cl-].[OH-].[Na+]. Product: [Br:17][C:8]1[CH:9]=[C:10]([N+:14]([O-:16])=[O:15])[CH:11]=[C:12]([CH3:13])[C:7]=1[CH:20]=[CH2:21]. The catalyst class is: 3.